This data is from Full USPTO retrosynthesis dataset with 1.9M reactions from patents (1976-2016). The task is: Predict the reactants needed to synthesize the given product. (1) Given the product [CH3:18][O:19][C:20]1[CH:21]=[CH:22][C:23]([CH2:24][N:25]2[C:29]3=[N:30][CH:31]=[CH:32][C:33]([O:34][C:35]4[CH:40]=[CH:39][C:38]([NH:41][C:15]([C:12]5[C:13](=[O:14])[N:8]([C:5]6[CH:4]=[CH:3][C:2]([F:1])=[CH:7][CH:6]=6)[N:9]=[CH:10][CH:11]=5)=[O:17])=[CH:37][C:36]=4[F:42])=[C:28]3[C:27]([NH:43][C@H:44]3[CH2:49][CH2:48][N:47]([C:50]([O:52][C:53]([CH3:56])([CH3:54])[CH3:55])=[O:51])[CH2:46][C@@H:45]3[F:57])=[N:26]2)=[CH:58][CH:59]=1, predict the reactants needed to synthesize it. The reactants are: [F:1][C:2]1[CH:7]=[CH:6][C:5]([N:8]2[C:13](=[O:14])[C:12]([C:15]([OH:17])=O)=[CH:11][CH:10]=[N:9]2)=[CH:4][CH:3]=1.[CH3:18][O:19][C:20]1[CH:59]=[CH:58][C:23]([CH2:24][N:25]2[C:29]3=[N:30][CH:31]=[CH:32][C:33]([O:34][C:35]4[CH:40]=[CH:39][C:38]([NH2:41])=[CH:37][C:36]=4[F:42])=[C:28]3[C:27]([NH:43][C@H:44]3[CH2:49][CH2:48][N:47]([C:50]([O:52][C:53]([CH3:56])([CH3:55])[CH3:54])=[O:51])[CH2:46][C@@H:45]3[F:57])=[N:26]2)=[CH:22][CH:21]=1. (2) Given the product [CH:18]([O:17][C:15]1[CH:16]=[C:2]([CH:3]=[C:4]([C:5](=[O:6])[NH:7][C:8]2[CH:12]=[CH:11][N:10]([CH3:13])[N:9]=2)[CH:14]=1)[O:1][C:22]1[CH:23]=[CH:24][C:25]([C:28]([OH:30])=[O:29])=[N:26][CH:27]=1)([CH3:20])[CH3:19], predict the reactants needed to synthesize it. The reactants are: [OH:1][C:2]1[CH:3]=[C:4]([CH:14]=[C:15]([O:17][CH:18]([CH3:20])[CH3:19])[CH:16]=1)[C:5]([NH:7][C:8]1[CH:12]=[CH:11][N:10]([CH3:13])[N:9]=1)=[O:6].F[C:22]1[CH:23]=[CH:24][C:25]([C:28]([O:30]CC)=[O:29])=[N:26][CH:27]=1.C(=O)([O-])[O-].[K+].[K+].[OH-].[Na+].Cl.